From a dataset of Forward reaction prediction with 1.9M reactions from USPTO patents (1976-2016). Predict the product of the given reaction. Given the reactants [Cl:1][C:2]1[CH:3]=[C:4]([CH:9]=[CH:10][C:11]=1[O:12][CH2:13][CH2:14][CH3:15])[C:5]([O:7]C)=[O:6].Cl.CCOC(C)=O, predict the reaction product. The product is: [Cl:1][C:2]1[CH:3]=[C:4]([CH:9]=[CH:10][C:11]=1[O:12][CH2:13][CH2:14][CH3:15])[C:5]([OH:7])=[O:6].